This data is from Forward reaction prediction with 1.9M reactions from USPTO patents (1976-2016). The task is: Predict the product of the given reaction. (1) Given the reactants [C:1]([O:5][C:6](=[O:26])[NH:7][C@H:8]([C:19]1[C:24](Br)=[CH:23][CH:22]=[CH:21][N:20]=1)[C:9]1[CH:14]=[CH:13][C:12]([C:15]([F:18])([F:17])[F:16])=[CH:11][CH:10]=1)([CH3:4])([CH3:3])[CH3:2].O1CCOCC1.[CH2:33]([Sn](CCCC)(CCCC)C#CC)[CH2:34][CH2:35]C, predict the reaction product. The product is: [C:1]([O:5][C:6](=[O:26])[NH:7][C@H:8]([C:19]1[C:24]([C:33]#[C:34][CH3:35])=[CH:23][CH:22]=[CH:21][N:20]=1)[C:9]1[CH:14]=[CH:13][C:12]([C:15]([F:18])([F:17])[F:16])=[CH:11][CH:10]=1)([CH3:4])([CH3:3])[CH3:2]. (2) The product is: [F:22][C:21]1[N:20]=[C:19]([NH2:23])[CH:18]=[CH:17][C:16]=1[C:9]1[O:10][C:6]2[CH:5]=[CH:4][C:3]([O:2][CH3:1])=[CH:14][C:7]=2[CH:8]=1. Given the reactants [CH3:1][O:2][C:3]1[CH:4]=[CH:5][C:6]2[O:10][C:9](B(O)O)=[CH:8][C:7]=2[CH:14]=1.Br[C:16]1[CH:17]=[CH:18][C:19]([NH2:23])=[N:20][C:21]=1[F:22].CCN(CC)CC, predict the reaction product. (3) Given the reactants [NH2:1][C:2]1[C:3](=[O:13])[N:4]([CH2:10][CH2:11][CH3:12])[C:5](=O)[NH:6][C:7]=1[NH2:8].[F:14][C:15]([F:32])([F:31])[C:16]1[CH:17]=[C:18]([CH2:22][N:23]2[CH:27]=[C:26]([C:28](O)=[O:29])[CH:25]=[N:24]2)[CH:19]=[CH:20][CH:21]=1.Cl.CN(C)CCCN=C=NCC.C[OH:46], predict the reaction product. The product is: [NH2:8][C:7]1[NH:6][CH2:5][N:4]([CH2:10][C:11](=[O:46])[CH3:12])[C:3](=[O:13])[C:2]=1[NH:1][C:28]([C:26]1[CH:25]=[N:24][N:23]([CH2:22][C:18]2[CH:19]=[CH:20][CH:21]=[C:16]([C:15]([F:14])([F:32])[F:31])[CH:17]=2)[CH:27]=1)=[O:29]. (4) Given the reactants [CH3:1][O:2][C:3]1[CH:9]=[CH:8][C:6]([NH2:7])=[CH:5][CH:4]=1.[CH:10](=O)[CH2:11][CH2:12][CH3:13], predict the reaction product. The product is: [CH2:10]([NH:7][C:6]1[CH:8]=[CH:9][C:3]([O:2][CH3:1])=[CH:4][CH:5]=1)[CH2:11][CH2:12][CH3:13]. (5) Given the reactants [CH3:1][S:2]([C:5]1[CH:6]=[C:7]([C:11]([CH:23]2[CH2:27][CH2:26][CH2:25][CH2:24]2)([CH3:22])[C:12]([O:14][CH:15]2[CH2:20][CH2:19][N:18]([CH3:21])[CH2:17][CH2:16]2)=[O:13])[CH:8]=[CH:9][CH:10]=1)(=[O:4])=[O:3].[I:28][CH3:29], predict the reaction product. The product is: [I-:28].[CH3:1][S:2]([C:5]1[CH:6]=[C:7]([C:11]([CH:23]2[CH2:24][CH2:25][CH2:26][CH2:27]2)([CH3:22])[C:12]([O:14][CH:15]2[CH2:20][CH2:19][N+:18]([CH3:29])([CH3:21])[CH2:17][CH2:16]2)=[O:13])[CH:8]=[CH:9][CH:10]=1)(=[O:4])=[O:3]. (6) Given the reactants C([O:5][C:6]([C:8]1[O:9][C:10]2[CH:17]=[CH:16][CH:15]=[C:14]([N:18]3[CH2:23][CH2:22][O:21][CH2:20][CH2:19]3)[C:11]=2[C:12]=1[CH3:13])=[O:7])(C)(C)C.C(O)(C(F)(F)F)=O.ClCCl, predict the reaction product. The product is: [CH3:13][C:12]1[C:11]2[C:14]([N:18]3[CH2:23][CH2:22][O:21][CH2:20][CH2:19]3)=[CH:15][CH:16]=[CH:17][C:10]=2[O:9][C:8]=1[C:6]([OH:7])=[O:5]. (7) Given the reactants C1C(/C=C/C(O)=O)=CC=C(O)C=1.C1C([C@H]2OC3C=C(O)C=C(O)C=3C(=O)C2)=CC=C(O)C=1.[CH:33]1[C:38]([C@H:39]2[O:49][C:48]3[CH:47]=[C:46]([OH:50])[CH:45]=[C:44]([OH:51])[C:43]=3[C:41](=[O:42])[C@@H:40]2[OH:52])=[CH:37][CH:36]=[C:35]([OH:53])[CH:34]=1, predict the reaction product. The product is: [CH:33]1[C:38]([C:39]2[O:49][C:48]3[CH:47]=[C:46]([OH:50])[CH:45]=[C:44]([OH:51])[C:43]=3[C:41](=[O:42])[C:40]=2[OH:52])=[CH:37][CH:36]=[C:35]([OH:53])[CH:34]=1. (8) Given the reactants [F:1][C:2]([F:18])([F:17])[C:3]1[CH:16]=[CH:15][C:6]([O:7][CH:8]([CH2:13][CH3:14])[C:9]([O:11]C)=[O:10])=[CH:5][CH:4]=1.[OH-].[Na+], predict the reaction product. The product is: [F:1][C:2]([F:17])([F:18])[C:3]1[CH:4]=[CH:5][C:6]([O:7][CH:8]([CH2:13][CH3:14])[C:9]([OH:11])=[O:10])=[CH:15][CH:16]=1. (9) The product is: [NH2:38][C:35]1[C:23]2[C:24](=[O:34])[N:25]([CH:27]([CH:31]3[CH2:33][CH2:32]3)[CH:28]3[CH2:29][CH2:30]3)[CH:26]=[C:21]([C:17]3[CH:16]=[C:15]([N:11]4[CH2:12][CH2:13][CH2:14][C@@H:10]4[CH2:9][NH:7][CH3:6])[N:19]([CH3:20])[N:18]=3)[C:22]=2[NH:37][N:36]=1. Given the reactants C(O[C:6](=O)[N:7]([CH2:9][C@H:10]1[CH2:14][CH2:13][CH2:12][N:11]1[C:15]1[N:19]([CH3:20])[N:18]=[C:17]([C:21]2[C:22]3[NH:37][N:36]=[C:35]([NH2:38])[C:23]=3[C:24](=[O:34])[N:25]([CH:27]([CH:31]3[CH2:33][CH2:32]3)[CH:28]3[CH2:30][CH2:29]3)[CH:26]=2)[CH:16]=1)C)(C)(C)C.Cl, predict the reaction product.